From a dataset of Full USPTO retrosynthesis dataset with 1.9M reactions from patents (1976-2016). Predict the reactants needed to synthesize the given product. Given the product [C:1]([C:5]1[CH:10]=[CH:9][C:8]([N:12]2[CH2:17][CH2:16][O:15][CH2:14][CH2:13]2)=[CH:7][CH:6]=1)([CH3:4])([CH3:3])[CH3:2], predict the reactants needed to synthesize it. The reactants are: [C:1]([C:5]1[CH:10]=[CH:9][C:8](Br)=[CH:7][CH:6]=1)([CH3:4])([CH3:3])[CH3:2].[NH:12]1[CH2:17][CH2:16][O:15][CH2:14][CH2:13]1.CC(C)([O-])C.[Na+].